This data is from Peptide-MHC class I binding affinity with 185,985 pairs from IEDB/IMGT. The task is: Regression. Given a peptide amino acid sequence and an MHC pseudo amino acid sequence, predict their binding affinity value. This is MHC class I binding data. (1) The peptide sequence is RVPVSCAVY. The MHC is HLA-A03:01 with pseudo-sequence HLA-A03:01. The binding affinity (normalized) is 0.451. (2) The peptide sequence is LGSLGLRKR. The MHC is HLA-A02:01 with pseudo-sequence HLA-A02:01. The binding affinity (normalized) is 0. (3) The peptide sequence is NRSGSQQWR. The binding affinity (normalized) is 0. The MHC is HLA-A11:01 with pseudo-sequence HLA-A11:01. (4) The peptide sequence is RPGGKKKYK. The MHC is HLA-B81:01 with pseudo-sequence HLA-B81:01. The binding affinity (normalized) is 0.0847. (5) The MHC is HLA-A02:01 with pseudo-sequence HLA-A02:01. The peptide sequence is RTNFLIKFL. The binding affinity (normalized) is 0. (6) The peptide sequence is DCFLWHVRK. The MHC is HLA-A33:01 with pseudo-sequence HLA-A33:01. The binding affinity (normalized) is 0.467. (7) The peptide sequence is SMGFKVTTR. The MHC is HLA-A68:01 with pseudo-sequence HLA-A68:01. The binding affinity (normalized) is 0.340. (8) The peptide sequence is KTPWDRFCK. The MHC is HLA-A30:01 with pseudo-sequence HLA-A30:01. The binding affinity (normalized) is 0.715. (9) The peptide sequence is KVPLRTMSYKL. The binding affinity (normalized) is 0.500. The MHC is Mamu-A02 with pseudo-sequence Mamu-A02. (10) The peptide sequence is IILFCFLAAV. The MHC is HLA-A02:02 with pseudo-sequence HLA-A02:02. The binding affinity (normalized) is 0.467.